The task is: Predict the product of the given reaction.. This data is from Forward reaction prediction with 1.9M reactions from USPTO patents (1976-2016). (1) Given the reactants [F:1][C:2]1[C:10]([OH:11])=[CH:9][CH:8]=[C:7]([F:12])[C:3]=1[C:4]([NH2:6])=[O:5].Br[CH:14]([C:16]1[S:20][N:19]=[C:18]([C:21]2[CH:26]=[CH:25][C:24]([Cl:27])=[CH:23][CH:22]=2)[N:17]=1)[CH3:15], predict the reaction product. The product is: [Cl:27][C:24]1[CH:23]=[CH:22][C:21]([C:18]2[N:17]=[C:16]([CH:14]([O:11][C:10]3[C:2]([F:1])=[C:3]([C:7]([F:12])=[CH:8][CH:9]=3)[C:4]([NH2:6])=[O:5])[CH3:15])[S:20][N:19]=2)=[CH:26][CH:25]=1. (2) Given the reactants C([O:3][C:4](=[O:20])[C@@H:5]([O:18][CH3:19])[CH2:6][C:7]1[CH:12]=[CH:11][C:10]([O:13][CH2:14][CH2:15][CH2:16]Br)=[CH:9][CH:8]=1)C.[Cl:21][C:22]1[CH:27]=[CH:26][CH:25]=[CH:24][C:23]=1[C:28]1[CH:33]=[CH:32][C:31]([OH:34])=[CH:30][CH:29]=1.[OH-].[Na+], predict the reaction product. The product is: [Cl:21][C:22]1[CH:27]=[CH:26][CH:25]=[CH:24][C:23]=1[C:28]1[CH:29]=[CH:30][C:31]([O:34][CH2:16][CH2:15][CH2:14][O:13][C:10]2[CH:9]=[CH:8][C:7]([CH2:6][C@H:5]([O:18][CH3:19])[C:4]([OH:3])=[O:20])=[CH:12][CH:11]=2)=[CH:32][CH:33]=1.